Dataset: Forward reaction prediction with 1.9M reactions from USPTO patents (1976-2016). Task: Predict the product of the given reaction. (1) Given the reactants Br[C:2]1[C:3]([O:28][CH3:29])=[C:4]([CH:10]([NH:12][C:13]2[N:21]=[CH:20][N:19]=[C:18]3[C:14]=2[N:15]=[CH:16][N:17]3[CH:22]2[CH2:27][CH2:26][CH2:25][CH2:24][O:23]2)[CH3:11])[CH:5]=[C:6]([Cl:9])[C:7]=1[CH3:8].CC1(C)C(C)(C)OB([C:38]2[CH:39]=[N:40][N:41]([CH:43]3[CH2:48][CH2:47][N:46]([C:49]([O:51][C:52]([CH3:55])([CH3:54])[CH3:53])=[O:50])[CH2:45][CH2:44]3)[CH:42]=2)O1.C(=O)([O-])[O-].[Na+].[Na+].O1CCOCC1, predict the reaction product. The product is: [Cl:9][C:6]1[C:7]([CH3:8])=[C:2]([C:38]2[CH:39]=[N:40][N:41]([CH:43]3[CH2:44][CH2:45][N:46]([C:49]([O:51][C:52]([CH3:55])([CH3:54])[CH3:53])=[O:50])[CH2:47][CH2:48]3)[CH:42]=2)[C:3]([O:28][CH3:29])=[C:4]([CH:10]([NH:12][C:13]2[N:21]=[CH:20][N:19]=[C:18]3[C:14]=2[N:15]=[CH:16][N:17]3[CH:22]2[CH2:27][CH2:26][CH2:25][CH2:24][O:23]2)[CH3:11])[CH:5]=1. (2) Given the reactants [F:1]C1C(OC(CC)CCC)=C(C=CC=1)C#N.[H-].[H-].[H-].[H-].[Li+].[Al+3].[CH2:23]([O:29][C:30]1[CH:35]=[CH:34][C:33]([CH2:36][NH2:37])=[CH:32][CH:31]=1)[CH2:24][CH2:25][CH2:26][CH2:27][CH3:28], predict the reaction product. The product is: [F:1][C:35]1[CH:34]=[C:33]([CH2:36][NH2:37])[CH:32]=[CH:31][C:30]=1[O:29][CH2:23][CH2:24][CH2:25][CH2:26][CH2:27][CH3:28].